Dataset: Catalyst prediction with 721,799 reactions and 888 catalyst types from USPTO. Task: Predict which catalyst facilitates the given reaction. (1) The catalyst class is: 2. Product: [OH:25][CH2:24][C:18]1([CH2:17][NH:16][C:9](=[O:10])[O:11][C:12]([CH3:13])([CH3:14])[CH3:15])[CH2:23][CH2:22][O:21][CH2:20][CH2:19]1. Reactant: [C:9](O[C:9]([O:11][C:12]([CH3:15])([CH3:14])[CH3:13])=[O:10])([O:11][C:12]([CH3:15])([CH3:14])[CH3:13])=[O:10].[NH2:16][CH2:17][C:18]1([CH2:24][OH:25])[CH2:23][CH2:22][O:21][CH2:20][CH2:19]1.[NH4+].[Cl-]. (2) Reactant: ClC(OCC(C)C)=O.C[N:10]1[CH2:15][CH2:14]O[CH2:12][CH2:11]1.[C:16]([O:20][C:21]([NH:23][CH2:24][C:25]([C:27]1[CH:37]=[CH:36][C:30]([O:31][CH2:32][C:33]([OH:35])=O)=[CH:29][CH:28]=1)=[O:26])=[O:22])([CH3:19])([CH3:18])[CH3:17].C(NCC)C.C([O-])(O)=O.[Na+]. Product: [C:16]([O:20][C:21](=[O:22])[NH:23][CH2:24][C:25]([C:27]1[CH:28]=[CH:29][C:30]([O:31][CH2:32][C:33](=[O:35])[N:10]([CH2:15][CH3:14])[CH2:11][CH3:12])=[CH:36][CH:37]=1)=[O:26])([CH3:17])([CH3:18])[CH3:19]. The catalyst class is: 3. (3) Reactant: [CH:1]1([CH2:4][O:5][C:6]2[CH:7]=[C:8]([CH:13]=[CH:14][C:15]=2[CH:16]=[O:17])[C:9]([O:11]C)=[O:10])[CH2:3][CH2:2]1.[OH-].[Li+].O. The catalyst class is: 56. Product: [CH:1]1([CH2:4][O:5][C:6]2[CH:7]=[C:8]([CH:13]=[CH:14][C:15]=2[CH:16]=[O:17])[C:9]([OH:11])=[O:10])[CH2:3][CH2:2]1.